Dataset: Experimentally validated miRNA-target interactions with 360,000+ pairs, plus equal number of negative samples. Task: Binary Classification. Given a miRNA mature sequence and a target amino acid sequence, predict their likelihood of interaction. (1) The miRNA is bta-miR-16a with sequence UAGCAGCACGUAAAUAUUGGUG. The protein sequence of the target gene is MAAEQVEDYCISFVEMKFINNTLYFVAENDEDLESDHFGKLEPKLSIIRNLNDQVLFINQGNQPVFEDMPDSDCSDNAPQTIFIIYMYKDSLTRGLAVTISVQCKKMSTLSCENKIVSFKEMNPPDNIDNEESDIIFFQRSVPGHDDKIQFESSLYKGYFLACKKENDLFKLILKKQDDNRDKSVMFTVQNQN. Result: 1 (interaction). (2) Result: 0 (no interaction). The miRNA is gga-miR-365-3p with sequence UAAUGCCCCUAAAAAUCCUUAU. The protein sequence of the target gene is MAASWSPLVTLRSAARSRLTGRGVGCGARVVAIPPPAPGPGKPLWKAYTVQTSEGVRPTAASEARLKALAVCHGPLDHYDFLIKSQELREDEHQRRVVQCLQKLQEDLKGYSIEEGGLFSKLFSRNKPPKGLYVYGDVGTGKTMVMDMFYAYVETKRKKRVHFHGFMLDVHRRIHHLKQSLPKRKAGFMAKSYDPIAPIAEEISQETSLLCFDEFQVTDIADAMILKQLFENLFKNGVVVVATSNRPPEDLYKNGLQRANFVPFIAVLKEYCDTLQLDSGVDYRKRELAPAGKLYYLTSE.... (3) The miRNA is mmu-miR-298-5p with sequence GGCAGAGGAGGGCUGUUCUUCCC. The protein sequence of the target gene is MMNHTTSEYYDYEYDHEHYSDLPDVPVDCPAGTCFTSDVYLIVLLVLYAAVFLVGVPGNTLVAWVTWKESRHRLGASWFLHLTMADLLCCVSLPFLAVPIAQKGHWPYGAAGCWLLSSITILSMYASVLLLTGLSGDLFLLAFRPSWKGADHRTFGVRVVQASSWMLGLLLTVPSAVYRRLLQEHYPPRLVCGIDYGGSVSAEVAITTVRFLFGFLGPLVFMAGCHGILQRQMARRHWPLGTAVVVGFFICWTPYHVLRVIIAAAPPHSLLLARVLEAEPLFNGLALAHSALNPIMFLYF.... Result: 1 (interaction). (4) The miRNA is cel-miR-234-3p with sequence UUAUUGCUCGAGAAUACCCUU. The protein sequence of the target gene is MTMINSRPELMNLSFSGCGFLCVYHAGVAAAIKEYAPELLQNKILGASAGSIVACGLITGVCISHATSTILKVVSQARSRTFGPLHPEFNLLGIVRDELEVILPPNAYEMCTGRLVISLTRWSDHENVIIDEYRSNADLIDAIMCSCFIPLYCGITPPKFRGVQYIDGGVSDNQPIYDEHTVTVSPFSGESDICPPDWDSGSMLGVDFNGTSIRFTTRNMFRLMACLWPRSTDDLSRMCLQGFGDALRFLTKCGLAPCIRCLTIQTIDANEPAGRVSSECFSENDDAKKVTHVAVPRMKK.... Result: 1 (interaction). (5) The miRNA is hsa-miR-4662a-5p with sequence UUAGCCAAUUGUCCAUCUUUAG. The protein sequence of the target gene is MAVPGCNKDSVRAGCKKCGYPGHLTFECRNFLRVDPKRDIVLDVSSTSSEDSDEENEELNKLQALQEKRINEEEEKKKEKSKEKIKLKKKRKRSYSSSSTEEDTSKQKKQKYQKKEKKKEKKSKSKKGKHHKKEKKKRKKEKHSSTPNSSEFSRK. Result: 1 (interaction). (6) The miRNA is mmu-miR-3105-3p with sequence ACUGCUUAUGAGCUUGCACUCC. The protein sequence of the target gene is MKTCWKIPVFFFVCSFLEPWASAAVKRRPRFPVNSNSNGGNELCPKIRIGQDDLPGFDLISQFQVDKAASRRAIQRVVGSATLQVAYKLGNNVDFRIPTRNLYPSGLPEEYSFLTTFRMTGSTLKKNWNIWQIQDSSGKEQVGIKINGQTQSVVFSYKGLDGSLQTAAFSNLSSLFDSQWHKIMIGVERSSATLFVDCNRIESLPIKPRGPIDIDGFAVLGKLADNPQVSVPFELQWMLIHCDPLRPRRETCHELPARITPSQTTDERGPPGEQGPPGPPGPPGVPGIDGIDGDRGPKGP.... Result: 0 (no interaction).